From a dataset of Blood-brain barrier permeability classification from the B3DB database. Regression/Classification. Given a drug SMILES string, predict its absorption, distribution, metabolism, or excretion properties. Task type varies by dataset: regression for continuous measurements (e.g., permeability, clearance, half-life) or binary classification for categorical outcomes (e.g., BBB penetration, CYP inhibition). Dataset: b3db_classification. (1) The compound is NC[C@]1(CO)[C@H](c2ccccc2)[C@@H]1S(=O)(=O)c1ccc(Cl)cc1. The result is 0 (does not penetrate BBB). (2) The compound is OCCN1CC(O)C(O)C(O)C1CO. The result is 0 (does not penetrate BBB).